Task: Predict the reaction yield, written as a fraction of the theoretical maximum amount of product (1.0 means a 100% yield; for example, 0.34 means a 34% yield).. Dataset: Reaction yield outcomes from USPTO patents with 853,638 reactions (1) The yield is 0.780. The reactants are [C:1]1([C:7](=O)[CH2:8][CH:9]([C:12]#[N:13])[C:10]#[N:11])[CH:6]=[CH:5][CH:4]=[CH:3][CH:2]=1.C(N(CC)CC)C.[Cl:22][C:23]1[CH:28]=[C:27]([Cl:29])[CH:26]=[CH:25][C:24]=1[SH:30]. The catalyst is CO. The product is [Cl:22][C:23]1[CH:28]=[C:27]([Cl:29])[CH:26]=[CH:25][C:24]=1[S:30][C:10]1[NH:11][C:7]([C:1]2[CH:6]=[CH:5][CH:4]=[CH:3][CH:2]=2)=[CH:8][C:9]=1[C:12]#[N:13]. (2) The reactants are [CH:1]1([NH:7][C:8](=[O:16])[CH:9]([OH:15])[C:10]([CH3:14])([CH3:13])[CH2:11]O)[CH2:6][CH2:5][CH2:4][CH2:3][CH2:2]1.C(N([CH2:22][CH3:23])CC)C.[C:24]1(C)[C:25]([S:30](Cl)(=[O:32])=[O:31])=[CH:26][CH:27]=C[CH:29]=1.[H-].[Na+]. The catalyst is C(Cl)Cl. The product is [CH:1]1([N:7]2[CH2:11][C:10]([CH3:14])([CH3:13])[CH:9]([O:15][S:30]([C:25]3[CH:26]=[CH:27][C:22]([CH3:23])=[CH:29][CH:24]=3)(=[O:32])=[O:31])[C:8]2=[O:16])[CH2:6][CH2:5][CH2:4][CH2:3][CH2:2]1. The yield is 0.360. (3) The reactants are [NH2:1][C:2]1[C:3]([C:14]([NH:16][C:17]2[CH:22]=[CH:21][CH:20]=[CH:19][N:18]=2)=[O:15])=[N:4][C:5]([N:8]2[CH2:13][CH2:12][NH:11][CH2:10][CH2:9]2)=[CH:6][N:7]=1.CCN(CC)CC.[CH2:30]([S:32](Cl)(=[O:34])=[O:33])[CH3:31]. The catalyst is C(Cl)Cl. The product is [NH2:1][C:2]1[C:3]([C:14]([NH:16][C:17]2[CH:22]=[CH:21][CH:20]=[CH:19][N:18]=2)=[O:15])=[N:4][C:5]([N:8]2[CH2:9][CH2:10][N:11]([S:32]([CH2:30][CH3:31])(=[O:34])=[O:33])[CH2:12][CH2:13]2)=[CH:6][N:7]=1. The yield is 0.370. (4) The reactants are [F:1][C:2]1[CH:7]=[CH:6][C:5]([C:8](=[O:15])[CH2:9][CH2:10][CH2:11][C:12]([OH:14])=O)=[CH:4][CH:3]=1.C(N([CH2:21][CH3:22])CC)C.[CH3:23][C:24](C)(C)[C:25](Cl)=[O:26].C1[N:35](CC2C=CC=CC=2)[C:33](=O)[O:32]C1.Cl.O1[CH2:48][CH2:47][CH2:46][CH2:45]1. The catalyst is CN(C)C1C=CN=CC=1. The product is [CH2:23]([C@H:24]1[CH2:25][O:26][C:33](=[O:32])[N:35]1[C:12](=[O:14])[CH2:11][CH2:10][CH2:9][C:8]([C:5]1[CH:4]=[CH:3][C:2]([F:1])=[CH:7][CH:6]=1)=[O:15])[C:22]1[CH:21]=[CH:45][CH:46]=[CH:47][CH:48]=1. The yield is 0.780. (5) The reactants are [CH2:1]([N:3]([CH2:15][CH3:16])[C:4]([C:6]1[S:10][C:9]([C:11](OC)=[O:12])=[CH:8][CH:7]=1)=[O:5])[CH3:2].O.[NH2:18][NH2:19].O. The catalyst is C(O)C. The product is [CH2:1]([N:3]([CH2:15][CH3:16])[C:4]([C:6]1[S:10][C:9]([C:11]([NH:18][NH2:19])=[O:12])=[CH:8][CH:7]=1)=[O:5])[CH3:2]. The yield is 0.890. (6) The reactants are [O:1]1[CH2:6][CH2:5][O:4][C:3]2[CH:7]=[C:8]([C:11](=[O:13])[CH3:12])[CH:9]=[CH:10][C:2]1=2.Cl.[CH3:15][NH:16][CH3:17].[CH2:18]=O. The catalyst is Cl.C(O)C. The product is [O:1]1[CH2:6][CH2:5][O:4][C:3]2[CH:7]=[C:8]([C:11](=[O:13])[CH2:12][CH2:15][N:16]([CH3:18])[CH3:17])[CH:9]=[CH:10][C:2]1=2. The yield is 0.820.